Dataset: Forward reaction prediction with 1.9M reactions from USPTO patents (1976-2016). Task: Predict the product of the given reaction. (1) The product is: [C:23]([O:27][C:28]([N:30]1[CH2:35][CH2:34][C@@H:33]([NH:36][C:18]2[C:17]([N+:20]([O-:22])=[O:21])=[CH:16][N:15]=[C:14]3[N:10]([S:7]([C:1]4[CH:6]=[CH:5][CH:4]=[CH:3][CH:2]=4)(=[O:9])=[O:8])[CH:11]=[CH:12][C:13]=23)[C@H:32]([F:37])[CH2:31]1)=[O:29])([CH3:26])([CH3:24])[CH3:25]. Given the reactants [C:1]1([S:7]([N:10]2[C:14]3=[N:15][CH:16]=[C:17]([N+:20]([O-:22])=[O:21])[C:18](Cl)=[C:13]3[CH:12]=[CH:11]2)(=[O:9])=[O:8])[CH:6]=[CH:5][CH:4]=[CH:3][CH:2]=1.[C:23]([O:27][C:28]([N:30]1[CH2:35][CH2:34][C@@H:33]([NH2:36])[C@H:32]([F:37])[CH2:31]1)=[O:29])([CH3:26])([CH3:25])[CH3:24].C(N(C(C)C)CC)(C)C, predict the reaction product. (2) Given the reactants C[O:2][C:3]([C:5]1[CH:10]=[C:9]([CH3:11])[N:8]2[N:12]=[C:13]([C:15](=[O:27])[NH:16][C@@H:17]3[C:25]4[C:20](=[CH:21][CH:22]=[CH:23][CH:24]=4)[CH2:19][C@@H:18]3[OH:26])[CH:14]=[C:7]2[N:6]=1)=[O:4].[OH-].C[Sn+](C)C, predict the reaction product. The product is: [OH:26][C@H:18]1[CH2:19][C:20]2[C:25](=[CH:24][CH:23]=[CH:22][CH:21]=2)[C@H:17]1[NH:16][C:15]([C:13]1[CH:14]=[C:7]2[N:6]=[C:5]([C:3]([OH:4])=[O:2])[CH:10]=[C:9]([CH3:11])[N:8]2[N:12]=1)=[O:27]. (3) Given the reactants C([N:8]1[CH2:13][CH2:12][N:11]([C:14](=[O:23])[C:15]2[CH:20]=[C:19]([Cl:21])[CH:18]=[C:17]([Cl:22])[CH:16]=2)[C@H:10]([CH2:24][C:25]2[CH:30]=[CH:29][C:28]([CH3:31])=[C:27]([CH3:32])[CH:26]=2)[CH2:9]1)C1C=CC=CC=1.ClC(OC(Cl)C)=O, predict the reaction product. The product is: [ClH:21].[Cl:22][C:17]1[CH:16]=[C:15]([CH:20]=[C:19]([Cl:21])[CH:18]=1)[C:14]([N:11]1[CH2:12][CH2:13][NH:8][CH2:9][C@H:10]1[CH2:24][C:25]1[CH:30]=[CH:29][C:28]([CH3:31])=[C:27]([CH3:32])[CH:26]=1)=[O:23]. (4) Given the reactants [NH2:1][OH:2].Cl.C[O:5][C:6](=O)[CH2:7][CH2:8][CH2:9][CH2:10][N:11]([CH2:20][C:21]1[C:26]([CH3:27])=[CH:25][CH:24]=[CH:23][N:22]=1)[CH2:12][C:13]1[C:18]([CH3:19])=[CH:17][CH:16]=[CH:15][N:14]=1, predict the reaction product. The product is: [OH:2][NH:1][C:6](=[O:5])[CH2:7][CH2:8][CH2:9][CH2:10][N:11]([CH2:20][C:21]1[C:26]([CH3:27])=[CH:25][CH:24]=[CH:23][N:22]=1)[CH2:12][C:13]1[C:18]([CH3:19])=[CH:17][CH:16]=[CH:15][N:14]=1.